Dataset: Reaction yield outcomes from USPTO patents with 853,638 reactions. Task: Predict the reaction yield, written as a fraction of the theoretical maximum amount of product (1.0 means a 100% yield; for example, 0.34 means a 34% yield). (1) The reactants are [CH3:1][N:2]1[CH2:10][C:9]2[C:4](=[CH:5][CH:6]=[C:7]([C:11]3[S:12][CH:13]=[CH:14][CH:15]=3)[CH:8]=2)[C:3]1=[O:16].[I:17]N1C(=O)CCC1=O. The catalyst is C(Cl)(Cl)Cl.CC(O)=O.O. The product is [I:17][C:13]1[S:12][C:11]([C:7]2[CH:8]=[C:9]3[C:4](=[CH:5][CH:6]=2)[C:3](=[O:16])[N:2]([CH3:1])[CH2:10]3)=[CH:15][CH:14]=1. The yield is 0.880. (2) The reactants are [Br:1][C:2]1[CH:10]=[CH:9][CH:8]=[C:7]2[C:3]=1[C:4]([CH:11]=[O:12])=[CH:5][NH:6]2.[H-].[Na+].I[CH3:16]. The catalyst is CN(C=O)C. The product is [Br:1][C:2]1[CH:10]=[CH:9][CH:8]=[C:7]2[C:3]=1[C:4]([CH:11]=[O:12])=[CH:5][N:6]2[CH3:16]. The yield is 0.850. (3) The reactants are [C:1]([C:3]1[CH:4]=[C:5]([OH:9])[CH:6]=[CH:7][CH:8]=1)#[CH:2].C[Si]([N:14]=[N+:15]=[N-:16])(C)C.O. The catalyst is C1(C)C=CC=CC=1. The product is [NH:14]1[CH:2]=[C:1]([C:3]2[CH:4]=[C:5]([OH:9])[CH:6]=[CH:7][CH:8]=2)[N:16]=[N:15]1. The yield is 0.180. (4) The reactants are [Si]([O:8][C:9]1[CH:10]=[C:11]2[C:16](=[CH:17][CH:18]=1)[N:15]=[C:14]([CH2:19][N:20]1[CH2:25][CH2:24][CH:23]([C:26]([O:28][CH2:29][CH3:30])=[O:27])[CH2:22][CH2:21]1)[CH:13]=[CH:12]2)(C(C)(C)C)(C)C.Cl.C([O-])(O)=O.[Na+]. The catalyst is C(O)C. The product is [OH:8][C:9]1[CH:10]=[C:11]2[C:16](=[CH:17][CH:18]=1)[N:15]=[C:14]([CH2:19][N:20]1[CH2:25][CH2:24][CH:23]([C:26]([O:28][CH2:29][CH3:30])=[O:27])[CH2:22][CH2:21]1)[CH:13]=[CH:12]2. The yield is 0.800. (5) The catalyst is [Br-].C[P+](C1C=CC=CC=1)(C1C=CC=CC=1)C1C=CC=CC=1.O1CCCC1.CCCCCC. The yield is 0.910. The reactants are [CH3:1]C(C)([O-])C.[K+].O=[C:8]1[CH2:14][CH:13]2[N:15]([C:16]([O:18][C:19]([CH3:22])([CH3:21])[CH3:20])=[O:17])[CH:10]([CH2:11][CH2:12]2)[CH2:9]1. The product is [CH2:1]=[C:8]1[CH2:14][CH:13]2[N:15]([C:16]([O:18][C:19]([CH3:22])([CH3:21])[CH3:20])=[O:17])[CH:10]([CH2:11][CH2:12]2)[CH2:9]1. (6) The reactants are [NH2:1][C@H:2]([C:5]1[CH:10]=[CH:9][C:8]([F:11])=[CH:7][CH:6]=1)[CH2:3][OH:4].[C:12](O)(=[O:17])[CH2:13][CH2:14][CH:15]=[CH2:16].CCN=C=NCCCN(C)C. The catalyst is CN(C1C=CN=CC=1)C.C(Cl)Cl. The product is [F:11][C:8]1[CH:9]=[CH:10][C:5]([C@@H:2]([NH:1][C:12](=[O:17])[CH2:13][CH2:14][CH:15]=[CH2:16])[CH2:3][OH:4])=[CH:6][CH:7]=1. The yield is 0.900. (7) The reactants are [Cl:1][C:2]1[CH:7]=[CH:6][C:5]([CH:8]([C:23]2[CH:28]=[CH:27][CH:26]=[CH:25][CH:24]=2)[N:9]2[CH2:14][CH2:13][N:12]([CH2:15][C:16]([O:18]C(C)(C)C)=[O:17])[CH2:11][CH2:10]2)=[CH:4][CH:3]=1.[ClH:29]. The catalyst is O1CCOCC1. The product is [ClH:1].[ClH:29].[Cl:1][C:2]1[CH:3]=[CH:4][C:5]([CH:8]([C:23]2[CH:24]=[CH:25][CH:26]=[CH:27][CH:28]=2)[N:9]2[CH2:10][CH2:11][N:12]([CH2:15][C:16]([OH:18])=[O:17])[CH2:13][CH2:14]2)=[CH:6][CH:7]=1. The yield is 0.770.